Dataset: Forward reaction prediction with 1.9M reactions from USPTO patents (1976-2016). Task: Predict the product of the given reaction. (1) Given the reactants Br[C:2]1[N:3]=[C:4]2[C:10]([C:11]([NH:13][CH:14]([CH3:16])[CH3:15])=[O:12])=[CH:9][N:8]([CH2:17][O:18][CH2:19][CH2:20][Si:21]([CH3:24])([CH3:23])[CH3:22])[C:5]2=[N:6][CH:7]=1.C(C1CN(C(=O)[C@H](NC(C2C3C(=NC=C([C:46]4[C:54]5[C:49](=[CH:50][C:51]([Cl:55])=[CH:52][CH:53]=5)[N:48](C)[N:47]=4)N=3)NC=2)=O)C)C1)#N, predict the reaction product. The product is: [Cl:55][C:51]1[CH:50]=[C:49]2[C:54]([C:46]([C:2]3[N:3]=[C:4]4[C:10]([C:11]([NH:13][CH:14]([CH3:16])[CH3:15])=[O:12])=[CH:9][N:8]([CH2:17][O:18][CH2:19][CH2:20][Si:21]([CH3:24])([CH3:23])[CH3:22])[C:5]4=[N:6][CH:7]=3)=[N:47][NH:48]2)=[CH:53][CH:52]=1. (2) Given the reactants [CH:1](=O)[CH2:2][CH:3]([CH3:5])[CH3:4].[NH:7]1[CH2:11][CH2:10][CH2:9][CH2:8]1.C(O[BH-](OC(=O)C)OC(=O)C)(=O)C.[Na+], predict the reaction product. The product is: [CH2:1]([N:7]1[CH2:11][CH2:10][CH2:9][CH2:8]1)[CH2:2][CH:3]([CH3:5])[CH3:4]. (3) Given the reactants [Br:1][C:2]1[C:3]([CH:12]2[CH2:14][CH2:13]2)=[N:4][C:5]([OH:11])=[C:6]([C:9]=1[CH3:10])[C:7]#[N:8].C(N(CC)CC)C.[F:22][C:23]([F:36])([F:35])[S:24](O[S:24]([C:23]([F:36])([F:35])[F:22])(=[O:26])=[O:25])(=[O:26])=[O:25], predict the reaction product. The product is: [F:22][C:23]([F:36])([F:35])[S:24]([O:11][C:5]1[C:6]([C:7]#[N:8])=[C:9]([CH3:10])[C:2]([Br:1])=[C:3]([CH:12]2[CH2:14][CH2:13]2)[N:4]=1)(=[O:26])=[O:25]. (4) Given the reactants C(Cl)(=O)C(Cl)=O.[I:7][C:8]1[CH:16]=[C:15]([N+:17]([O-:19])=[O:18])[CH:14]=[CH:13][C:9]=1[C:10]([OH:12])=O.C(N(CC)CC)C.[CH2:27]([NH:29][C:30]1[CH:35]=[CH:34][CH:33]=[CH:32][CH:31]=1)[CH3:28], predict the reaction product. The product is: [CH2:27]([N:29]([C:30]1[CH:35]=[CH:34][CH:33]=[CH:32][CH:31]=1)[C:10](=[O:12])[C:9]1[CH:13]=[CH:14][C:15]([N+:17]([O-:19])=[O:18])=[CH:16][C:8]=1[I:7])[CH3:28].